From a dataset of Full USPTO retrosynthesis dataset with 1.9M reactions from patents (1976-2016). Predict the reactants needed to synthesize the given product. (1) Given the product [CH2:29]([O:28][NH:27][C:25](=[O:26])[CH2:24][CH2:23][CH2:22][CH2:21][CH2:20][CH2:19][CH2:18][NH:17][C:13]([C:1]1[C:11]2=[C:12]3[C:7](=[CH:8][CH:9]=[CH:10]2)[CH2:6][CH2:5][CH2:4][N:3]3[CH:2]=1)=[O:15])[C:30]1[CH:35]=[CH:34][CH:33]=[CH:32][CH:31]=1, predict the reactants needed to synthesize it. The reactants are: [C:1]1([C:13]([OH:15])=O)[C:11]2=[C:12]3[C:7](=[CH:8][CH:9]=[CH:10]2)[CH2:6][CH2:5][CH2:4][N:3]3[CH:2]=1.Cl.[NH2:17][CH2:18][CH2:19][CH2:20][CH2:21][CH2:22][CH2:23][CH2:24][C:25]([NH:27][O:28][CH2:29][C:30]1[CH:35]=[CH:34][CH:33]=[CH:32][CH:31]=1)=[O:26]. (2) Given the product [F:1][C:2]1[CH:3]=[CH:4][C:5]([CH:8]([CH:16]2[CH2:21][CH2:20][N:19]([CH:22]([CH3:24])[CH3:23])[CH2:18][CH2:17]2)[CH2:9][N:10]2[CH2:15][CH2:14][N:13]([CH2:26][CH2:27][CH2:28][C:29]([CH:31]3[CH2:38][CH2:37][CH2:36][CH2:35][CH2:34][CH2:33][CH2:32]3)=[O:30])[CH2:12][CH2:11]2)=[CH:6][CH:7]=1, predict the reactants needed to synthesize it. The reactants are: [F:1][C:2]1[CH:7]=[CH:6][C:5]([CH:8]([CH:16]2[CH2:21][CH2:20][N:19]([CH:22]([CH3:24])[CH3:23])[CH2:18][CH2:17]2)[CH2:9][N:10]2[CH2:15][CH2:14][NH:13][CH2:12][CH2:11]2)=[CH:4][CH:3]=1.Br[CH2:26][CH2:27][CH2:28][C:29]([CH:31]1[CH2:38][CH2:37][CH2:36][CH2:35][CH2:34][CH2:33][CH2:32]1)=[O:30].C(N(C(C)C)CC)(C)C.C(OCC)(=O)C. (3) Given the product [Br:1][C:2]1[CH:3]=[C:4]2[C:8](=[CH:9][CH:10]=1)[NH:7][N:6]=[C:5]2[C:11]([O:13][C:14]([CH3:17])([CH3:16])[CH3:15])=[O:12], predict the reactants needed to synthesize it. The reactants are: [Br:1][C:2]1[CH:3]=[C:4]2[C:8](=[CH:9][CH:10]=1)[NH:7][N:6]=[CH:5]2.[C:11](O[C:11]([O:13][C:14]([CH3:17])([CH3:16])[CH3:15])=[O:12])([O:13][C:14]([CH3:17])([CH3:16])[CH3:15])=[O:12].C(#N)C.C(N(CC)CC)C. (4) Given the product [CH2:18]([O:17][C:15](=[O:16])[NH:14][C@@:11]1([CH2:28][SH:34])[CH2:12][CH2:13][C@@H:8]([NH:7][C:6]([O:5][C:1]([CH3:2])([CH3:3])[CH3:4])=[O:27])[CH2:9][C@@H:10]1[C:25]1[CH:54]=[CH:53][CH:52]=[CH:51][CH:56]=1)[C:19]1[CH:20]=[CH:21][CH:22]=[CH:23][CH:24]=1, predict the reactants needed to synthesize it. The reactants are: [C:1]([O:5][C:6](=[O:27])[NH:7][C@@H:8]1[CH2:13][CH2:12][C@H:11]([NH:14][C:15]([O:17][CH2:18][C:19]2[CH:24]=[CH:23][CH:22]=[CH:21][CH:20]=2)=[O:16])[C@H:10]([CH2:25]O)[CH2:9]1)([CH3:4])([CH3:3])[CH3:2].[C:28]1([S:34]SC2C=CC=CC=2)C=CC=CC=1.[CH2:51](P([CH2:51][CH2:52][CH2:53][CH3:54])[CH2:51][CH2:52][CH2:53][CH3:54])[CH2:52][CH2:53][CH3:54].O1CCC[CH2:56]1. (5) The reactants are: Br[C:2]1[CH:23]=[CH:22][C:5]([C:6]([NH:8][S:9]([C:12]2[CH:17]=[CH:16][CH:15]=[CH:14][C:13]=2[S:18](=[O:21])(=[O:20])[NH2:19])(=[O:11])=[O:10])=[O:7])=[CH:4][N:3]=1.[CH:24]1([C:29]#[CH:30])[CH2:28][CH2:27][CH2:26][CH2:25]1.C(N(CC)CC)C.O. Given the product [CH:24]1([C:29]#[C:30][C:2]2[CH:23]=[CH:22][C:5]([C:6]([NH:8][S:9]([C:12]3[CH:17]=[CH:16][CH:15]=[CH:14][C:13]=3[S:18](=[O:21])(=[O:20])[NH2:19])(=[O:11])=[O:10])=[O:7])=[CH:4][N:3]=2)[CH2:28][CH2:27][CH2:26][CH2:25]1, predict the reactants needed to synthesize it. (6) Given the product [C:7]([NH:15][C@@H:16]([C:6]1[CH:5]=[CH:10][CH:9]=[CH:8][CH:7]=1)[C@H:17]([C:19]([S:21][CH2:22][CH2:23][NH:24][C:25](=[O:68])[CH2:26][CH2:27][NH:28][C:29](=[O:67])[C@H:30]([OH:66])[C:31]([CH3:65])([CH3:64])[CH2:32][O:33][P:34]([OH:63])(=[O:62])[O:35][P:36]([OH:61])(=[O:60])[O:37][CH2:38][C@H:39]1[O:43][C@@H:42]([N:79]2[C:78]3[N:77]=[CH:76][N:75]=[C:83]([NH2:84])[C:82]=3[N:81]=[CH:80]2)[C@H:41]([OH:54])[C@@H:40]1[O:55][P:56]([OH:58])([OH:59])=[O:57])=[O:20])[OH:18])(=[O:14])[C:8]1[CH:13]=[CH:12][CH:11]=[CH:10][CH:9]=1, predict the reactants needed to synthesize it. The reactants are: ClC(O[CH2:5][CH3:6])=O.[C:7]([N:15](C1C=CC=CC=1)[CH2:16][CH:17]([C:19]([S:21][CH2:22][CH2:23][NH:24][C:25](=[O:68])[CH2:26][CH2:27][NH:28][C:29](=[O:67])[C@H:30]([OH:66])[C:31]([CH3:65])([CH3:64])[CH2:32][O:33][P:34]([OH:63])(=[O:62])[O:35][P:36]([OH:61])(=[O:60])[O:37][CH2:38][C@H:39]1[O:43][C@@H:42](N2C3N=CN=C(N)C=3N=C2)[C@H:41]([OH:54])[C@@H:40]1[O:55][P:56]([OH:59])([OH:58])=[O:57])=[O:20])[OH:18])(=[O:14])[C:8]1[CH:13]=[CH:12][CH:11]=[CH:10][CH:9]=1.[N:75]1[C:83]([NH2:84])=[C:82]2[C:78]([N:79]=[CH:80][NH:81]2)=[N:77][CH:76]=1. (7) The reactants are: [C:1]1([C:20]2[CH:25]=[CH:24][CH:23]=[CH:22][CH:21]=2)[CH:6]=[CH:5][C:4]([NH:7][C:8]2[CH:13]=[N:12][CH:11]=[C:10]3[S:14][C:15]([C:17](O)=[O:18])=[CH:16][C:9]=23)=[CH:3][CH:2]=1.C(Cl)(=O)C(Cl)=O.CN(C=O)C.Cl.[CH3:38][NH:39][O:40][CH3:41]. Given the product [CH3:41][O:40][N:39]([CH3:38])[C:17]([C:15]1[S:14][C:10]2=[CH:11][N:12]=[CH:13][C:8]([NH:7][C:4]3[CH:5]=[CH:6][C:1]([C:20]4[CH:25]=[CH:24][CH:23]=[CH:22][CH:21]=4)=[CH:2][CH:3]=3)=[C:9]2[CH:16]=1)=[O:18], predict the reactants needed to synthesize it. (8) Given the product [F:25][C:26]1[CH:31]=[C:30]([C:2]2[CH:24]=[CH:23][C:5]3[C:6]4[N:10]([CH:9]=[C:8]([C:14]5[N:18]([CH:19]([CH3:21])[CH3:20])[N:17]=[C:16]([NH2:22])[N:15]=5)[N:7]=4)[CH2:11][CH2:12][O:13][C:4]=3[CH:3]=2)[CH:29]=[N:28][CH:27]=1, predict the reactants needed to synthesize it. The reactants are: Br[C:2]1[CH:24]=[CH:23][C:5]2[C:6]3[N:10]([CH2:11][CH2:12][O:13][C:4]=2[CH:3]=1)[CH:9]=[C:8]([C:14]1[N:18]([CH:19]([CH3:21])[CH3:20])[N:17]=[C:16]([NH2:22])[N:15]=1)[N:7]=3.[F:25][C:26]1[CH:27]=[N:28][CH:29]=[C:30](B2OC(C)(C)C(C)(C)O2)[CH:31]=1. (9) The reactants are: [NH2:1][C:2]1[CH:3]=[C:4]([C:8]2[C:9]3[C:16]([C:17]([O:19][CH2:20][CH3:21])=[O:18])=[CH:15][NH:14][C:10]=3[N:11]=[CH:12][N:13]=2)[CH:5]=[CH:6][CH:7]=1.[CH3:22][N:23]([CH2:25][C:26](=[CH2:30])[C:27]([O-])=[O:28])[CH3:24].[Na+].Cl.O1CCOCC1.CCCP1(OP(CCC)(=O)OP(CCC)(=O)O1)=O. Given the product [CH3:22][N:23]([CH2:25][C:26](=[CH2:30])[C:27]([NH:1][C:2]1[CH:3]=[C:4]([C:8]2[C:9]3[C:16]([C:17]([O:19][CH2:20][CH3:21])=[O:18])=[CH:15][NH:14][C:10]=3[N:11]=[CH:12][N:13]=2)[CH:5]=[CH:6][CH:7]=1)=[O:28])[CH3:24], predict the reactants needed to synthesize it. (10) Given the product [Br:44][CH2:2][C:3]1[N:4]=[C:5]([C:8]2[CH:16]=[CH:15][CH:14]=[C:13]3[C:9]=2[CH:10]=[CH:11][N:12]3[C:17]([O:19][C:20]([CH3:23])([CH3:22])[CH3:21])=[O:18])[O:6][CH:7]=1, predict the reactants needed to synthesize it. The reactants are: O[CH2:2][C:3]1[N:4]=[C:5]([C:8]2[CH:16]=[CH:15][CH:14]=[C:13]3[C:9]=2[CH:10]=[CH:11][N:12]3[C:17]([O:19][C:20]([CH3:23])([CH3:22])[CH3:21])=[O:18])[O:6][CH:7]=1.C1C=CC(P(C2C=CC=CC=2)C2C=CC=CC=2)=CC=1.C(Br)(Br)(Br)[Br:44].